Task: Regression. Given a peptide amino acid sequence and an MHC pseudo amino acid sequence, predict their binding affinity value. This is MHC class I binding data.. Dataset: Peptide-MHC class I binding affinity with 185,985 pairs from IEDB/IMGT (1) The peptide sequence is YVSAIAQTEK. The MHC is HLA-A68:01 with pseudo-sequence HLA-A68:01. The binding affinity (normalized) is 0.706. (2) The peptide sequence is VSENTGMGMY. The MHC is HLA-A68:01 with pseudo-sequence HLA-A68:01. The binding affinity (normalized) is 0.0282. (3) The peptide sequence is SVIFYFISI. The MHC is HLA-A02:06 with pseudo-sequence HLA-A02:06. The binding affinity (normalized) is 1.00.